From a dataset of Catalyst prediction with 721,799 reactions and 888 catalyst types from USPTO. Predict which catalyst facilitates the given reaction. (1) Reactant: [H-].[Al+3].[Li+].[H-].[H-].[H-].[O:7]1[C:11]2[CH:12]=[CH:13][CH:14]=[CH:15][C:10]=2[C:9]([CH2:16][C:17]([N:19]2[CH2:24][CH2:23][CH:22]([C:25]([NH:27][CH3:28])=O)[CH2:21][CH2:20]2)=O)=[CH:8]1.O.[OH-].[Na+]. Product: [O:7]1[C:11]2[CH:12]=[CH:13][CH:14]=[CH:15][C:10]=2[C:9]([CH2:16][CH2:17][N:19]2[CH2:20][CH2:21][CH:22]([CH2:25][NH:27][CH3:28])[CH2:23][CH2:24]2)=[CH:8]1. The catalyst class is: 7. (2) Reactant: [C:1]([O:5][C:6]([NH:8][C@@H:9]([C@@H:22]([O:25][C@@H:26]([CH2:28][CH2:29][CH:30]=[CH2:31])[CH3:27])[CH2:23][CH3:24])[C:10]([N:12]1[CH2:16][C@H:15]([OH:17])[CH2:14][C@H:13]1[C:18]([O:20]C)=[O:19])=[O:11])=[O:7])([CH3:4])([CH3:3])[CH3:2].C1COCC1.[OH-].[Li+]. Product: [C:1]([O:5][C:6]([NH:8][C@@H:9]([C@@H:22]([O:25][C@@H:26]([CH2:28][CH2:29][CH:30]=[CH2:31])[CH3:27])[CH2:23][CH3:24])[C:10]([N:12]1[CH2:16][C@H:15]([OH:17])[CH2:14][C@H:13]1[C:18]([OH:20])=[O:19])=[O:11])=[O:7])([CH3:2])([CH3:4])[CH3:3]. The catalyst class is: 5. (3) Reactant: [CH2:1]1[C@H:5]2[CH2:6][NH:7][CH2:8][CH2:9][N:4]2[C:3](=[O:10])[O:2]1.Cl[C:12]1[C:21]2[C:16](=[CH:17][C:18]([Cl:22])=[CH:19][CH:20]=2)[CH:15]=[N:14][N:13]=1.C(N(CC)C(C)C)(C)C. Product: [Cl:22][C:18]1[CH:17]=[C:16]2[C:21](=[CH:20][CH:19]=1)[C:12]([N:7]1[CH2:8][CH2:9][N:4]3[C:3](=[O:10])[O:2][CH2:1][C@H:5]3[CH2:6]1)=[N:13][N:14]=[CH:15]2. The catalyst class is: 60.